From a dataset of Forward reaction prediction with 1.9M reactions from USPTO patents (1976-2016). Predict the product of the given reaction. (1) Given the reactants C([O-])([O-])=O.[K+].[K+].Cl[C:8]1[CH:13]=[CH:12][C:11]([N+:14]([O-:16])=[O:15])=[C:10]([CH:17]([O:20][CH3:21])[O:18][CH3:19])[CH:9]=1.[NH2:22][C:23]1[CH:24]=[C:25]([OH:29])[CH:26]=[CH:27][CH:28]=1.O, predict the reaction product. The product is: [CH3:19][O:18][CH:17]([O:20][CH3:21])[C:10]1[CH:9]=[C:8]([CH:13]=[CH:12][C:11]=1[N+:14]([O-:16])=[O:15])[O:29][C:25]1[CH:24]=[C:23]([NH2:22])[CH:28]=[CH:27][CH:26]=1. (2) The product is: [C:47]([NH:46][C:3]1[CH:4]=[CH:5][C:6]([C:8]2[CH:17]=[CH:16][C:15]3[C:10](=[CH:11][CH:12]=[C:13]([C:18]4[N:22]([CH:23]5[CH2:28][CH2:27][CH2:26][CH2:25][CH2:24]5)[C:21]5[CH:29]=[CH:30][C:31]([C:33]([OH:35])=[O:34])=[CH:32][C:20]=5[N:19]=4)[CH:14]=3)[N:9]=2)=[CH:7][CH:2]=1)(=[O:49])[CH3:48]. Given the reactants Br[C:2]1[CH:3]=[CH:4][C:5](O)=[C:6]([C:8]2[CH:17]=[CH:16][C:15]3[C:10](=[CH:11][CH:12]=[C:13]([C:18]4[N:22]([CH:23]5[CH2:28][CH2:27][CH2:26][CH2:25][CH2:24]5)[C:21]5[CH:29]=[CH:30][C:31]([C:33]([OH:35])=[O:34])=[CH:32][C:20]=5[N:19]=4)[CH:14]=3)[N:9]=2)[CH:7]=1.C(C1C=CC([NH:46][C:47](=[O:49])[CH3:48])=CC=1)(=O)C.[OH-].[K+], predict the reaction product. (3) Given the reactants [NH:1]1[CH2:5][CH2:4][CH2:3][C:2]1=[O:6].C(N(CC)CC)C.[C:14](Cl)(=[O:21])[C:15]1[CH:20]=[CH:19][CH:18]=[CH:17][CH:16]=1.O, predict the reaction product. The product is: [C:14]([N:1]1[CH2:5][CH2:4][CH2:3][C:2]1=[O:6])(=[O:21])[C:15]1[CH:20]=[CH:19][CH:18]=[CH:17][CH:16]=1. (4) The product is: [NH2:1][C:2]1[N:7]=[CH:6][C:5]([C:8]2[CH:9]=[CH:10][C:11]([C:12]([N:34]3[CH2:35][CH2:36][CH2:37][C@H:33]3[CH2:32][N:27]3[CH2:31][CH2:30][CH2:29][CH2:28]3)=[O:14])=[CH:15][CH:16]=2)=[CH:4][C:3]=1[O:17][CH2:18][C:19]1[C:20]([F:26])=[CH:21][CH:22]=[CH:23][C:24]=1[F:25]. Given the reactants [NH2:1][C:2]1[N:7]=[CH:6][C:5]([C:8]2[CH:16]=[CH:15][C:11]([C:12]([OH:14])=O)=[CH:10][CH:9]=2)=[CH:4][C:3]=1[O:17][CH2:18][C:19]1[C:24]([F:25])=[CH:23][CH:22]=[CH:21][C:20]=1[F:26].[N:27]1([CH2:32][C@@H:33]2[CH2:37][CH2:36][CH2:35][NH:34]2)[CH2:31][CH2:30][CH2:29][CH2:28]1, predict the reaction product. (5) Given the reactants [CH3:1][N:2]([CH3:28])[C:3]([C:5]1[N:22]([CH:23]2[CH2:27][CH2:26][CH2:25][CH2:24]2)[C:8]2[N:9]=[C:10]([NH:13][C:14]3[CH:19]=[CH:18][C:17]([CH:20]=O)=[CH:16][N:15]=3)[N:11]=[CH:12][C:7]=2[CH:6]=1)=[O:4].[C:29]([O:33][C:34]([N:36]1[CH2:41][CH2:40][NH:39][CH2:38][CH:37]1[CH3:42])=[O:35])([CH3:32])([CH3:31])[CH3:30], predict the reaction product. The product is: [C:29]([O:33][C:34]([N:36]1[CH2:41][CH2:40][N:39]([CH2:20][C:17]2[CH:16]=[N:15][C:14]([NH:13][C:10]3[N:11]=[CH:12][C:7]4[CH:6]=[C:5]([C:3](=[O:4])[N:2]([CH3:28])[CH3:1])[N:22]([CH:23]5[CH2:24][CH2:25][CH2:26][CH2:27]5)[C:8]=4[N:9]=3)=[CH:19][CH:18]=2)[CH2:38][CH:37]1[CH3:42])=[O:35])([CH3:32])([CH3:30])[CH3:31]. (6) Given the reactants [C:1]([C:5]1[CH:10]=[CH:9][C:8]([C:11]2[C:20]3[C:19]([CH3:22])([CH3:21])[CH2:18][CH2:17][C:16]([CH3:24])([CH3:23])[C:15]=3[CH:14]=[C:13]([C:25](=[O:27])[CH3:26])[CH:12]=2)=[CH:7][CH:6]=1)([CH3:4])([CH3:3])[CH3:2].[C:28]([C:31]1[CH:38]=[CH:37][C:34]([CH:35]=O)=[CH:33][CH:32]=1)([OH:30])=[O:29].[OH-].[K+], predict the reaction product. The product is: [C:1]([C:5]1[CH:6]=[CH:7][C:8]([C:11]2[C:20]3[C:19]([CH3:22])([CH3:21])[CH2:18][CH2:17][C:16]([CH3:24])([CH3:23])[C:15]=3[CH:14]=[C:13]([C:25](=[O:27])/[CH:26]=[CH:35]/[C:34]3[CH:37]=[CH:38][C:31]([C:28]([OH:30])=[O:29])=[CH:32][CH:33]=3)[CH:12]=2)=[CH:9][CH:10]=1)([CH3:4])([CH3:2])[CH3:3].